From a dataset of hERG Central: cardiac toxicity at 1µM, 10µM, and general inhibition. Predict hERG channel inhibition at various concentrations. The molecule is O=C(CCc1nc2cccnc2n1Cc1ccccc1)NCCc1ccc(Cl)cc1. Results: hERG_inhib (hERG inhibition (general)): blocker.